From a dataset of NCI-60 drug combinations with 297,098 pairs across 59 cell lines. Regression. Given two drug SMILES strings and cell line genomic features, predict the synergy score measuring deviation from expected non-interaction effect. (1) Synergy scores: CSS=-1.90, Synergy_ZIP=7.61, Synergy_Bliss=6.46, Synergy_Loewe=3.16, Synergy_HSA=-1.62. Drug 2: CC1=C(C=C(C=C1)NC(=O)C2=CC=C(C=C2)CN3CCN(CC3)C)NC4=NC=CC(=N4)C5=CN=CC=C5. Cell line: HCC-2998. Drug 1: C1=CC(=CC=C1C#N)C(C2=CC=C(C=C2)C#N)N3C=NC=N3. (2) Drug 1: CS(=O)(=O)CCNCC1=CC=C(O1)C2=CC3=C(C=C2)N=CN=C3NC4=CC(=C(C=C4)OCC5=CC(=CC=C5)F)Cl. Drug 2: C1CC(=O)NC(=O)C1N2C(=O)C3=CC=CC=C3C2=O. Cell line: SF-268. Synergy scores: CSS=2.00, Synergy_ZIP=-0.120, Synergy_Bliss=1.79, Synergy_Loewe=0.268, Synergy_HSA=1.38. (3) Drug 1: C1C(C(OC1N2C=NC3=C2NC=NCC3O)CO)O. Drug 2: CC1C(C(CC(O1)OC2CC(CC3=C2C(=C4C(=C3O)C(=O)C5=C(C4=O)C(=CC=C5)OC)O)(C(=O)CO)O)N)O.Cl. Cell line: SNB-75. Synergy scores: CSS=50.2, Synergy_ZIP=-1.00, Synergy_Bliss=-0.563, Synergy_Loewe=-35.0, Synergy_HSA=0.309. (4) Drug 1: C1=C(C(=O)NC(=O)N1)N(CCCl)CCCl. Drug 2: CN1C(=O)N2C=NC(=C2N=N1)C(=O)N. Cell line: U251. Synergy scores: CSS=36.7, Synergy_ZIP=2.77, Synergy_Bliss=5.88, Synergy_Loewe=-0.445, Synergy_HSA=7.51. (5) Drug 1: C1=CN(C(=O)N=C1N)C2C(C(C(O2)CO)O)O.Cl. Drug 2: CCC(=C(C1=CC=CC=C1)C2=CC=C(C=C2)OCCN(C)C)C3=CC=CC=C3.C(C(=O)O)C(CC(=O)O)(C(=O)O)O. Cell line: HCC-2998. Synergy scores: CSS=52.5, Synergy_ZIP=-0.201, Synergy_Bliss=-0.456, Synergy_Loewe=-29.9, Synergy_HSA=-0.368. (6) Drug 1: CC1CCC2CC(C(=CC=CC=CC(CC(C(=O)C(C(C(=CC(C(=O)CC(OC(=O)C3CCCCN3C(=O)C(=O)C1(O2)O)C(C)CC4CCC(C(C4)OC)O)C)C)O)OC)C)C)C)OC. Drug 2: COCCOC1=C(C=C2C(=C1)C(=NC=N2)NC3=CC=CC(=C3)C#C)OCCOC.Cl. Cell line: MOLT-4. Synergy scores: CSS=18.8, Synergy_ZIP=-5.27, Synergy_Bliss=1.83, Synergy_Loewe=-20.6, Synergy_HSA=0.598. (7) Drug 1: CC1=C(C(CCC1)(C)C)C=CC(=CC=CC(=CC(=O)O)C)C. Drug 2: CC12CCC3C(C1CCC2OP(=O)(O)O)CCC4=C3C=CC(=C4)OC(=O)N(CCCl)CCCl.[Na+]. Cell line: HOP-92. Synergy scores: CSS=1.96, Synergy_ZIP=1.32, Synergy_Bliss=0.933, Synergy_Loewe=0.490, Synergy_HSA=-2.03. (8) Drug 1: CS(=O)(=O)C1=CC(=C(C=C1)C(=O)NC2=CC(=C(C=C2)Cl)C3=CC=CC=N3)Cl. Drug 2: CC12CCC3C(C1CCC2O)C(CC4=C3C=CC(=C4)O)CCCCCCCCCS(=O)CCCC(C(F)(F)F)(F)F. Cell line: PC-3. Synergy scores: CSS=-0.567, Synergy_ZIP=-0.216, Synergy_Bliss=-0.760, Synergy_Loewe=-1.30, Synergy_HSA=-1.70. (9) Drug 1: CN(CCCl)CCCl.Cl. Drug 2: CS(=O)(=O)OCCCCOS(=O)(=O)C. Cell line: HS 578T. Synergy scores: CSS=16.5, Synergy_ZIP=-4.83, Synergy_Bliss=-0.0508, Synergy_Loewe=-1.35, Synergy_HSA=0.685.